From a dataset of Reaction yield outcomes from USPTO patents with 853,638 reactions. Predict the reaction yield, written as a fraction of the theoretical maximum amount of product (1.0 means a 100% yield; for example, 0.34 means a 34% yield). (1) The reactants are [CH2:1]([N:19]([CH2:46][CH2:47][CH2:48][CH2:49][CH2:50][CH2:51][CH2:52][CH2:53][CH2:54][CH2:55][CH2:56][CH2:57][CH2:58][CH2:59][CH2:60][CH2:61][CH2:62][CH3:63])[C:20](=[O:45])[CH2:21][CH2:22][CH:23]([CH:25]1[C:41]2([CH3:42])[CH:28]([CH:29]3[CH:38]([CH2:39][CH2:40]2)[C:37]2([CH3:43])[CH:32]([CH2:33][CH:34]([OH:44])[CH2:35][CH2:36]2)[CH2:31][CH2:30]3)[CH2:27][CH2:26]1)[CH3:24])[CH2:2][CH2:3][CH2:4][CH2:5][CH2:6][CH2:7][CH2:8][CH2:9][CH2:10][CH2:11][CH2:12][CH2:13][CH2:14][CH2:15][CH2:16][CH2:17][CH3:18].[C:64](=O)([O:73]N1C(=O)CCC1=O)[O:65][N:66]1[C:70](=[O:71])[CH2:69][CH2:68][C:67]1=[O:72].C(N(CC)CC)C.C(#N)C. The catalyst is ClCCl. The product is [O:72]=[C:67]1[CH2:68][CH2:69][C:70](=[O:71])[N:66]1[O:65][C:64](=[O:73])[O:44][CH:34]1[CH2:33][CH:32]2[C:37]([CH3:43])([CH:38]3[CH:29]([CH2:30][CH2:31]2)[CH:28]2[C:41]([CH3:42])([CH:25]([CH:23]([CH3:24])[CH2:22][CH2:21][C:20](=[O:45])[N:19]([CH2:1][CH2:2][CH2:3][CH2:4][CH2:5][CH2:6][CH2:7][CH2:8][CH2:9][CH2:10][CH2:11][CH2:12][CH2:13][CH2:14][CH2:15][CH2:16][CH2:17][CH3:18])[CH2:46][CH2:47][CH2:48][CH2:49][CH2:50][CH2:51][CH2:52][CH2:53][CH2:54][CH2:55][CH2:56][CH2:57][CH2:58][CH2:59][CH2:60][CH2:61][CH2:62][CH3:63])[CH2:26][CH2:27]2)[CH2:40][CH2:39]3)[CH2:36][CH2:35]1. The yield is 0.710. (2) The reactants are [OH:1][CH2:2][CH:3]([NH:5][C:6]([C:8]1[C:13]([C:14]2[CH:19]=[CH:18][CH:17]=[CH:16][CH:15]=2)=[CH:12][N:11]=[N:10][C:9]=1[C:20]1[CH:25]=[CH:24][CH:23]=[CH:22][CH:21]=1)=O)[CH3:4].CCN(S(F)(F)F)CC.C([O-])([O-])=O.[K+].[K+]. The catalyst is C(Cl)Cl. The product is [C:20]1([C:9]2[N:10]=[N:11][CH:12]=[C:13]([C:14]3[CH:15]=[CH:16][CH:17]=[CH:18][CH:19]=3)[C:8]=2[CH:6]2[NH:5][C:3]([CH3:4])=[CH:2][O:1]2)[CH:25]=[CH:24][CH:23]=[CH:22][CH:21]=1. The yield is 0.630. (3) The reactants are [Br:1][C:2]1[C:3]([CH3:11])=[C:4]([Cl:10])[C:5]([CH3:9])=[N+:6]([O-])[CH:7]=1.ClCCl.FC(F)(F)C(OC(=O)C(F)(F)F)=[O:18].C(=O)([O-])[O-].[K+].[K+].[OH-].[Na+].O.Cl.C(=O)(O)[O-].[Na+]. No catalyst specified. The product is [Br:1][C:2]1[C:3]([CH3:11])=[C:4]([Cl:10])[C:5]([CH2:9][OH:18])=[N:6][CH:7]=1. The yield is 0.690. (4) The reactants are Br[C:2]1[CH:8]=[C:7]([N+:9]([O-:11])=[O:10])[CH:6]=[CH:5][C:3]=1[NH2:4].[CH3:12][C:13]([CH3:20])([C:18]#[CH:19])[C:14]([O:16][CH3:17])=[O:15].C(N(CC)CC)C. The catalyst is C1(C)C=CC=CC=1.O.[Cu]I.C1C=CC([P]([Pd]([P](C2C=CC=CC=2)(C2C=CC=CC=2)C2C=CC=CC=2)([P](C2C=CC=CC=2)(C2C=CC=CC=2)C2C=CC=CC=2)[P](C2C=CC=CC=2)(C2C=CC=CC=2)C2C=CC=CC=2)(C2C=CC=CC=2)C2C=CC=CC=2)=CC=1. The product is [NH2:4][C:3]1[CH:5]=[CH:6][C:7]([N+:9]([O-:11])=[O:10])=[CH:8][C:2]=1[C:19]#[C:18][C:13]([CH3:20])([CH3:12])[C:14]([O:16][CH3:17])=[O:15]. The yield is 0.0900. (5) The reactants are [CH2:1]([O:8][C:9]([NH:11][C@H:12]1[CH2:16][CH2:15][N:14]([C@H:17]2[CH2:22][CH2:21][C@@H:20]([NH:23]CC#N)[CH2:19][C@H:18]2[NH:27][C:28](=[O:36])[O:29][CH2:30][CH2:31][Si:32]([CH3:35])([CH3:34])[CH3:33])[C:13]1=[O:37])=[O:10])[C:2]1[CH:7]=[CH:6][CH:5]=[CH:4][CH:3]=1.C1C=C(Cl)C=C(C(OO)=[O:46])C=1.[O-]S([O-])(=S)=O.[Na+].[Na+].C([O-])(O)=O.[Na+].NO.Cl. The catalyst is ClCCl.CO. The product is [CH2:1]([O:8][C:9]([NH:11][C@H:12]1[CH2:16][CH2:15][N:14]([C@H:17]2[CH2:22][CH2:21][C@@H:20]([NH:23][OH:46])[CH2:19][C@H:18]2[NH:27][C:28](=[O:36])[O:29][CH2:30][CH2:31][Si:32]([CH3:35])([CH3:34])[CH3:33])[C:13]1=[O:37])=[O:10])[C:2]1[CH:7]=[CH:6][CH:5]=[CH:4][CH:3]=1. The yield is 0.910. (6) The reactants are [C:1](#[N:4])[CH:2]=[CH2:3].[N+:5]([CH:8]([CH3:10])[CH3:9])([O-:7])=[O:6]. The catalyst is [Cl-].C([N+](C)(C)C)CCCCCCCCCCCCCCC.[OH-].[Na+]. The product is [CH3:9][C:8]([N+:5]([O-:7])=[O:6])([CH3:10])[CH2:3][CH2:2][C:1]#[N:4]. The yield is 0.646. (7) The reactants are [H-].[Na+].[NH2:3][C:4]1[CH:9]=[CH:8][C:7]([OH:10])=[C:6]([CH3:11])[C:5]=1[CH3:12].[CH2:13]([O:20][C:21]1[CH:30]=[C:29]2[C:24]([C:25](Cl)=[CH:26][CH:27]=[N:28]2)=[CH:23][C:22]=1[O:32][CH3:33])[C:14]1[CH:19]=[CH:18][CH:17]=[CH:16][CH:15]=1.C(=O)([O-])O.[Na+]. The catalyst is CS(C)=O. The product is [CH2:13]([O:20][C:21]1[CH:30]=[C:29]2[C:24]([C:25]([O:10][C:7]3[CH:8]=[CH:9][C:4]([NH2:3])=[C:5]([CH3:12])[C:6]=3[CH3:11])=[CH:26][CH:27]=[N:28]2)=[CH:23][C:22]=1[O:32][CH3:33])[C:14]1[CH:15]=[CH:16][CH:17]=[CH:18][CH:19]=1. The yield is 0.490. (8) The reactants are P([O-])([O-])([O-])=O.[Na+].[Na+].[Na+].[CH:9]([O-:11])=[O:10].[Na+].[NH2:13][C@@H:14]([C:16](O)=O)[CH3:15].C1N=C(N)C2N=CN([C@@H]3O[C@H](COP(OP(OC[C@H]4O[C@@H:47]([N:49]5[CH:54]=[C:53]([C:55](N)=O)[CH2:52][CH:51]=[CH:50]5)[C@H:46](O)[C@@H:45]4O)(O)=O)(O)=O)[C@@H](O)[C@H]3O)C=2N=1.[CH3:63][C:64]1[C:69](O)=C(C=O)C(COP(O)(O)=O)=CN=1.[C:79]([O-])(=O)C(C)O.C([O-])=O.Cl. The catalyst is O. The product is [NH2:13][C@H:14]1[CH2:16][N:49]2[C:47]3[C:52]([C:53]([CH2:55][C:9]([O:11][CH2:63][CH2:64][CH3:69])=[O:10])=[C:54]2[CH2:79][CH2:15]1)=[CH:51][CH:50]=[CH:45][CH:46]=3. The yield is 0.800. (9) The reactants are [N:1]1[CH:6]=[CH:5][CH:4]=[C:3]([NH:7][C:8](=[O:15])OCC(Cl)(Cl)Cl)[N:2]=1.[F:16][C:17]1[C:22]([F:23])=[CH:21][CH:20]=[CH:19][C:18]=1[C:24]1[CH:29]=[CH:28][N:27]=[C:26]([N:30]2[CH2:35][CH2:34][NH:33][CH2:32][CH2:31]2)[CH:25]=1. No catalyst specified. The product is [F:16][C:17]1[C:22]([F:23])=[CH:21][CH:20]=[CH:19][C:18]=1[C:24]1[CH:29]=[CH:28][N:27]=[C:26]([N:30]2[CH2:35][CH2:34][N:33]([C:8]([NH:7][C:3]3[N:2]=[N:1][CH:6]=[CH:5][CH:4]=3)=[O:15])[CH2:32][CH2:31]2)[CH:25]=1. The yield is 0.730. (10) The reactants are [C:1]([C:3]1[CH:4]=[C:5]([NH:11][C:12](=O)[C:13]2[CH:18]=[CH:17][C:16]([O:19][CH3:20])=[CH:15][CH:14]=2)[CH:6]=[C:7]([O:9][CH3:10])[CH:8]=1)#[N:2].COC1C=CC(P2(SP(C3C=CC(OC)=CC=3)(=S)S2)=[S:31])=CC=1. The catalyst is ClC1C=CC=CC=1. The product is [C:1]([C:3]1[CH:4]=[C:5]([NH:11][C:12](=[S:31])[C:13]2[CH:18]=[CH:17][C:16]([O:19][CH3:20])=[CH:15][CH:14]=2)[CH:6]=[C:7]([O:9][CH3:10])[CH:8]=1)#[N:2]. The yield is 1.00.